From a dataset of Full USPTO retrosynthesis dataset with 1.9M reactions from patents (1976-2016). Predict the reactants needed to synthesize the given product. Given the product [CH2:30]([O:1][CH2:2][CH2:3][C:4]1[C:12]2[C:11](=[O:13])[N:10]([CH2:14][O:15][CH2:16][CH2:17][Si:18]([CH3:19])([CH3:20])[CH3:21])[N:9]=[CH:8][C:7]=2[N:6]([CH2:22][O:23][CH2:24][CH2:25][Si:26]([CH3:28])([CH3:27])[CH3:29])[CH:5]=1)[CH3:31], predict the reactants needed to synthesize it. The reactants are: [OH:1][CH2:2][CH2:3][C:4]1[C:12]2[C:11](=[O:13])[N:10]([CH2:14][O:15][CH2:16][CH2:17][Si:18]([CH3:21])([CH3:20])[CH3:19])[N:9]=[CH:8][C:7]=2[N:6]([CH2:22][O:23][CH2:24][CH2:25][Si:26]([CH3:29])([CH3:28])[CH3:27])[CH:5]=1.[CH2:30](I)[CH3:31].